Dataset: Full USPTO retrosynthesis dataset with 1.9M reactions from patents (1976-2016). Task: Predict the reactants needed to synthesize the given product. (1) Given the product [Cl:26][C:27]1[C:28]([O:36][CH3:37])=[N:29][CH:30]=[CH:31][C:32]=1[C:2]1[CH:7]=[CH:6][N:5]=[CH:4][C:3]=1[N:8]([CH3:25])[C:9](=[O:24])[C:10]1[CH:15]=[C:14]([C:16]([F:19])([F:18])[F:17])[CH:13]=[C:12]([C:20]([F:23])([F:22])[F:21])[CH:11]=1, predict the reactants needed to synthesize it. The reactants are: Br[C:2]1[CH:7]=[CH:6][N:5]=[CH:4][C:3]=1[N:8]([CH3:25])[C:9](=[O:24])[C:10]1[CH:15]=[C:14]([C:16]([F:19])([F:18])[F:17])[CH:13]=[C:12]([C:20]([F:23])([F:22])[F:21])[CH:11]=1.[Cl:26][C:27]1[C:28]([O:36][CH3:37])=[N:29][CH:30]=[CH:31][C:32]=1B(O)O. (2) Given the product [Cl:20][C:21]1[CH:22]=[C:23]([NH:24][C:2]2[CH:16]=[C:15]([CH:17]3[CH2:19][CH2:18]3)[C:5]([C:6]([NH:8][CH2:9][CH:10]3[CH2:14][CH2:13][CH2:12][CH2:11]3)=[O:7])=[CH:4][N:3]=2)[CH:25]=[CH:26][CH:27]=1, predict the reactants needed to synthesize it. The reactants are: Cl[C:2]1[CH:16]=[C:15]([CH:17]2[CH2:19][CH2:18]2)[C:5]([C:6]([NH:8][CH2:9][CH:10]2[CH2:14][CH2:13][CH2:12][CH2:11]2)=[O:7])=[CH:4][N:3]=1.[Cl:20][C:21]1[CH:22]=[C:23]([CH:25]=[CH:26][CH:27]=1)[NH2:24]. (3) Given the product [C:1]([C:5]1[CH:12]=[CH:11][C:8]([CH2:9][NH:27][CH2:26][CH2:25][C:16]2[CH:17]=[C:18]([C:21]([F:22])([F:23])[F:24])[CH:19]=[CH:20][C:15]=2[F:14])=[CH:7][CH:6]=1)([CH3:4])([CH3:3])[CH3:2], predict the reactants needed to synthesize it. The reactants are: [C:1]([C:5]1[CH:12]=[CH:11][C:8]([CH:9]=O)=[CH:7][CH:6]=1)([CH3:4])([CH3:3])[CH3:2].Cl.[F:14][C:15]1[CH:20]=[CH:19][C:18]([C:21]([F:24])([F:23])[F:22])=[CH:17][C:16]=1[CH2:25][CH2:26][NH2:27].C(=O)([O-])[O-].[K+].[K+].[BH4-].[Na+].Cl. (4) Given the product [Cl:1][C:2]1[C:3]([C:8]([NH:62][C:55]2[CH:54]=[C:53]([C:48]3[CH:49]=[CH:50][CH:51]=[C:52]4[C:47]=3[CH:46]=[CH:45][NH:44]4)[CH:61]=[C:60]3[C:56]=2[CH:57]=[N:58][NH:59]3)=[O:10])=[N:4][CH:5]=[CH:6][CH:7]=1, predict the reactants needed to synthesize it. The reactants are: [Cl:1][C:2]1[C:3]([C:8]([OH:10])=O)=[N:4][CH:5]=[CH:6][CH:7]=1.CN(C(ON1N=NC2C=CC=NC1=2)=[N+](C)C)C.F[P-](F)(F)(F)(F)F.CCN(C(C)C)C(C)C.[NH:44]1[C:52]2[C:47](=[C:48]([C:53]3[CH:54]=[C:55]([NH2:62])[C:56]4[CH:57]=[N:58][NH:59][C:60]=4[CH:61]=3)[CH:49]=[CH:50][CH:51]=2)[CH:46]=[CH:45]1. (5) Given the product [N:1]1([C:6]2[CH:7]=[CH:8][C:9]([C:12]3[NH:17][C:16](=[O:18])[C:15]([C:19]([OH:21])=[O:20])=[CH:14][C:13]=3[CH2:23][CH3:24])=[CH:10][CH:11]=2)[CH2:5][CH:4]=[CH:3][CH2:2]1, predict the reactants needed to synthesize it. The reactants are: [N:1]1([C:6]2[CH:11]=[CH:10][C:9]([C:12]3[NH:17][C:16](=[O:18])[C:15]([C:19]([O:21]C)=[O:20])=[CH:14][C:13]=3[CH2:23][CH3:24])=[CH:8][CH:7]=2)[CH2:5][CH:4]=[CH:3][CH2:2]1.[Li+].[OH-].Cl. (6) Given the product [CH3:41][O:6][C:4](=[O:5])/[CH:2]=[CH:3]/[C:34]1[CH:37]=[CH:38][CH:39]=[C:32]([S:31][C:23]2[C:24]3[C:29](=[CH:28][C:27]([Cl:30])=[CH:26][CH:25]=3)[N:21]([CH2:14][C:15]3[CH:20]=[CH:19][CH:18]=[CH:17][CH:16]=3)[C:22]=2[CH3:40])[CH:33]=1, predict the reactants needed to synthesize it. The reactants are: C[C:2](P(OC)(O)=O)([C:4]([O-:6])=[O:5])[CH3:3].[H-].[Na+].[CH2:14]([N:21]1[C:29]2[C:24](=[CH:25][CH:26]=[C:27]([Cl:30])[CH:28]=2)[C:23]([S:31][C:32]2[CH:33]=[C:34]([CH:37]=[CH:38][CH:39]=2)C=O)=[C:22]1[CH3:40])[C:15]1[CH:20]=[CH:19][CH:18]=[CH:17][CH:16]=1.[CH2:41]1COCC1.